From a dataset of NCI-60 drug combinations with 297,098 pairs across 59 cell lines. Regression. Given two drug SMILES strings and cell line genomic features, predict the synergy score measuring deviation from expected non-interaction effect. Drug 1: C1=NC2=C(N1)C(=S)N=CN2. Drug 2: C1CCC(C(C1)N)N.C(=O)(C(=O)[O-])[O-].[Pt+4]. Cell line: NCI/ADR-RES. Synergy scores: CSS=34.6, Synergy_ZIP=-10.9, Synergy_Bliss=-11.3, Synergy_Loewe=-13.5, Synergy_HSA=-4.25.